Dataset: Catalyst prediction with 721,799 reactions and 888 catalyst types from USPTO. Task: Predict which catalyst facilitates the given reaction. (1) Reactant: [CH2:1]([C@H:8]1[N:13]([C:14]([C:16]2[NH:17][C:18]([CH:34]=O)=[C:19]([C:27]3[CH:32]=[CH:31][CH:30]=[C:29]([Br:33])[CH:28]=3)[C:20]=2[C:21]2[CH:26]=[CH:25][CH:24]=[CH:23][CH:22]=2)=[O:15])[CH2:12][CH2:11][N:10](C(OC(C)(C)C)=O)[CH2:9]1)[C:2]1[CH:7]=[CH:6][CH:5]=[CH:4][CH:3]=1.[NH:43]1[CH2:48][CH2:47][O:46][CH2:45][CH2:44]1.C(O[BH-](OC(=O)C)OC(=O)C)(=O)C.[Na+].C(=O)([O-])[O-].[K+].[K+]. Product: [CH2:1]([C@@H:8]1[CH2:9][NH:10][CH2:11][CH2:12][N:13]1[C:14]([C:16]1[NH:17][C:18]([CH2:34][N:43]2[CH2:48][CH2:47][O:46][CH2:45][CH2:44]2)=[C:19]([C:27]2[CH:32]=[CH:31][CH:30]=[C:29]([Br:33])[CH:28]=2)[C:20]=1[C:21]1[CH:26]=[CH:25][CH:24]=[CH:23][CH:22]=1)=[O:15])[C:2]1[CH:3]=[CH:4][CH:5]=[CH:6][CH:7]=1. The catalyst class is: 478. (2) Reactant: [CH2:1]([N:3]1[C:15]2[CH:14]=[CH:13][C:12]([CH:16]=O)=[CH:11][C:10]=2[C:9]2[C:4]1=[CH:5][CH:6]=[CH:7][CH:8]=2)[CH3:2].[C:18]1([NH:24][NH2:25])[CH:23]=[CH:22][CH:21]=[CH:20][CH:19]=1. Product: [C:18]1([NH:24][N:25]=[CH:16][C:12]2[CH:13]=[CH:14][C:15]3[N:3]([CH2:1][CH3:2])[C:4]4[C:9]([C:10]=3[CH:11]=2)=[CH:8][CH:7]=[CH:6][CH:5]=4)[CH:23]=[CH:22][CH:21]=[CH:20][CH:19]=1. The catalyst class is: 5. (3) Reactant: [NH2:1][CH2:2][CH2:3][CH2:4][N:5]1[CH2:10][CH2:9][C:8]2[C:11]([C:25]([NH2:27])=[O:26])=[C:12]([NH:14][C:15](=[O:24])[NH:16][C:17]3[CH:22]=[CH:21][C:20]([Cl:23])=[CH:19][CH:18]=3)[S:13][C:7]=2[CH2:6]1.C(N(CC)CC)C.[NH:35]1[C:43]2[C:38](=[CH:39][CH:40]=[CH:41][CH:42]=2)[C:37]([CH2:44][CH2:45][C:46](O)=[O:47])=[CH:36]1.CCN=C=NCCCN(C)C.Cl.C1C=CC2N(O)N=NC=2C=1. Product: [Cl:23][C:20]1[CH:21]=[CH:22][C:17]([NH:16][C:15]([NH:14][C:12]2[S:13][C:7]3[CH2:6][N:5]([CH2:4][CH2:3][CH2:2][NH:1][C:46](=[O:47])[CH2:45][CH2:44][C:37]4[C:38]5[C:43](=[CH:42][CH:41]=[CH:40][CH:39]=5)[NH:35][CH:36]=4)[CH2:10][CH2:9][C:8]=3[C:11]=2[C:25]([NH2:27])=[O:26])=[O:24])=[CH:18][CH:19]=1. The catalyst class is: 1. (4) Reactant: [F:1][C:2]1[CH:7]=[CH:6][C:5]([B:8]2[O:12][C:11]([CH3:14])([CH3:13])[C:10]([CH3:16])([CH3:15])[O:9]2)=[CH:4][C:3]=1[NH:17][C:18]([C:20]1[S:24][C:23]2[CH2:25][C:26]([CH3:30])([CH3:29])[C:27](=[O:28])[C:22]=2[CH:21]=1)=[O:19].C(O)C.[BH4-].[Na+]. Product: [F:1][C:2]1[CH:7]=[CH:6][C:5]([B:8]2[O:12][C:11]([CH3:14])([CH3:13])[C:10]([CH3:15])([CH3:16])[O:9]2)=[CH:4][C:3]=1[NH:17][C:18]([C:20]1[S:24][C:23]2[CH2:25][C:26]([CH3:30])([CH3:29])[CH:27]([OH:28])[C:22]=2[CH:21]=1)=[O:19]. The catalyst class is: 15. (5) Reactant: C(N(CC)CC)C.[C:8]1([CH3:18])[CH:13]=[CH:12][C:11]([S:14](Cl)(=[O:16])=[O:15])=[CH:10][CH:9]=1.[OH:19][CH2:20][CH2:21][CH:22]1[CH2:28][CH:27]2[N:29]([C:30]([O:32][C:33]([CH3:36])([CH3:35])[CH3:34])=[O:31])[CH:24]([CH2:25][CH2:26]2)[CH2:23]1.C(Cl)Cl. Product: [CH3:18][C:8]1[CH:13]=[CH:12][C:11]([S:14]([O:19][CH2:20][CH2:21][CH:22]2[CH2:28][CH:27]3[N:29]([C:30]([O:32][C:33]([CH3:36])([CH3:35])[CH3:34])=[O:31])[CH:24]([CH2:25][CH2:26]3)[CH2:23]2)(=[O:16])=[O:15])=[CH:10][CH:9]=1. The catalyst class is: 146. (6) Reactant: [CH3:1][C:2]1[CH:11]=[C:10]2[C:5]([C:6](O[Si](C)(C)C)([C:12]#[N:13])[CH2:7][CH2:8][O:9]2)=[CH:4][CH:3]=1.C[Si](Cl)(C)C.[I-].[Na+]. Product: [CH3:1][C:2]1[CH:11]=[C:10]2[C:5]([CH:6]([C:12]#[N:13])[CH2:7][CH2:8][O:9]2)=[CH:4][CH:3]=1. The catalyst class is: 6. (7) Reactant: CCN(C(C)C)C(C)C.OC(C(F)(F)F)=O.[O:17]=[C:18]([N:35]1[CH2:40][CH2:39][NH:38][CH2:37][CH2:36]1)[CH2:19][NH:20][C:21]([C:23]1[CH:28]=[CH:27][C:26]([C:29]2[CH:34]=[CH:33][CH:32]=[CH:31][CH:30]=2)=[CH:25][CH:24]=1)=[O:22].C1C=CC2N(O)N=NC=2C=1.CCN=C=NCCCN(C)C.Cl.[CH3:63][C:64]1[CH:72]=[C:71]([CH3:73])[CH:70]=[CH:69][C:65]=1[C:66](O)=[O:67]. Product: [CH3:63][C:64]1[CH:72]=[C:71]([CH3:73])[CH:70]=[CH:69][C:65]=1[C:66]([N:38]1[CH2:39][CH2:40][N:35]([C:18](=[O:17])[CH2:19][NH:20][C:21]([C:23]2[CH:24]=[CH:25][C:26]([C:29]3[CH:34]=[CH:33][CH:32]=[CH:31][CH:30]=3)=[CH:27][CH:28]=2)=[O:22])[CH2:36][CH2:37]1)=[O:67]. The catalyst class is: 18.